Regression. Given two drug SMILES strings and cell line genomic features, predict the synergy score measuring deviation from expected non-interaction effect. From a dataset of NCI-60 drug combinations with 297,098 pairs across 59 cell lines. (1) Drug 1: C1CCN(CC1)CCOC2=CC=C(C=C2)C(=O)C3=C(SC4=C3C=CC(=C4)O)C5=CC=C(C=C5)O. Drug 2: C1C(C(OC1N2C=NC3=C(N=C(N=C32)Cl)N)CO)O. Cell line: HOP-62. Synergy scores: CSS=-1.57, Synergy_ZIP=-0.414, Synergy_Bliss=-1.10, Synergy_Loewe=-16.4, Synergy_HSA=-6.55. (2) Drug 1: C1=C(C(=O)NC(=O)N1)N(CCCl)CCCl. Synergy scores: CSS=12.9, Synergy_ZIP=-13.5, Synergy_Bliss=-9.26, Synergy_Loewe=-11.2, Synergy_HSA=-6.28. Drug 2: CC1=C2C(C(=O)C3(C(CC4C(C3C(C(C2(C)C)(CC1OC(=O)C(C(C5=CC=CC=C5)NC(=O)OC(C)(C)C)O)O)OC(=O)C6=CC=CC=C6)(CO4)OC(=O)C)O)C)O. Cell line: SF-268. (3) Drug 1: CN1C(=O)N2C=NC(=C2N=N1)C(=O)N. Drug 2: C1CC(=O)NC(=O)C1N2C(=O)C3=CC=CC=C3C2=O. Cell line: LOX IMVI. Synergy scores: CSS=11.9, Synergy_ZIP=-6.78, Synergy_Bliss=-6.08, Synergy_Loewe=-4.94, Synergy_HSA=-3.85. (4) Drug 1: CN(C)C1=NC(=NC(=N1)N(C)C)N(C)C. Drug 2: C1CN(CCN1C(=O)CCBr)C(=O)CCBr. Cell line: SF-268. Synergy scores: CSS=18.5, Synergy_ZIP=-5.51, Synergy_Bliss=3.75, Synergy_Loewe=-26.3, Synergy_HSA=-4.87.